From a dataset of Merck oncology drug combination screen with 23,052 pairs across 39 cell lines. Regression. Given two drug SMILES strings and cell line genomic features, predict the synergy score measuring deviation from expected non-interaction effect. (1) Drug 1: CC1CC2C3CCC4=CC(=O)C=CC4(C)C3(F)C(O)CC2(C)C1(O)C(=O)CO. Drug 2: NC1(c2ccc(-c3nc4ccn5c(=O)[nH]nc5c4cc3-c3ccccc3)cc2)CCC1. Cell line: ZR751. Synergy scores: synergy=25.2. (2) Drug 1: O=C(O)C1(Cc2cccc(Nc3nccs3)n2)CCC(Oc2cccc(Cl)c2F)CC1. Drug 2: Cn1c(=O)n(-c2ccc(C(C)(C)C#N)cc2)c2c3cc(-c4cnc5ccccc5c4)ccc3ncc21. Cell line: ZR751. Synergy scores: synergy=15.8. (3) Drug 1: NC1(c2ccc(-c3nc4ccn5c(=O)[nH]nc5c4cc3-c3ccccc3)cc2)CCC1. Drug 2: CCC1(O)C(=O)OCc2c1cc1n(c2=O)Cc2cc3c(CN(C)C)c(O)ccc3nc2-1. Cell line: NCIH2122. Synergy scores: synergy=29.3. (4) Drug 1: O=c1[nH]cc(F)c(=O)[nH]1. Drug 2: Cn1c(=O)n(-c2ccc(C(C)(C)C#N)cc2)c2c3cc(-c4cnc5ccccc5c4)ccc3ncc21. Cell line: NCIH1650. Synergy scores: synergy=17.6. (5) Drug 1: CN(C)C(=N)N=C(N)N. Drug 2: CC(C)CC(NC(=O)C(Cc1ccccc1)NC(=O)c1cnccn1)B(O)O. Cell line: SKMEL30. Synergy scores: synergy=-8.59.